Dataset: Experimentally validated miRNA-target interactions with 360,000+ pairs, plus equal number of negative samples. Task: Binary Classification. Given a miRNA mature sequence and a target amino acid sequence, predict their likelihood of interaction. (1) The miRNA is mmu-miR-296-5p with sequence AGGGCCCCCCCUCAAUCCUGU. The protein sequence of the target gene is MSGDEMIFDPTMSKKKKKKKKPFMLDEEGDAQTEETQPSETKEVEPEPTEEKDVDADEEDSRKKDASDDLDDLNFFNQKKKKKKTKKIFDIDEAEEAIKDVKIESDAQEPAEPEDDLDIMLGNKKKKKKNVKFPEEDEILEKDEALEDEDSKKDDGISFSSQTAWAGSERDYTYEELLNRVFNIMREKNPDMVAGEKRKFVMKPPQVVRVGTKKTSFVNFTDICKLLHRQPKHLLAFLLAELGTSGSIDGNNQLVIKGRFQQKQIENVLRRYIKEYVTCHTCRSPDTILQKDTRLYFLQC.... Result: 0 (no interaction). (2) The miRNA is mmu-miR-551b-3p with sequence GCGACCCAUACUUGGUUUCAG. The protein sequence of the target gene is MGCTPSHSDLVNSVAKSGIQFLKKPKAIRPGCQGGSERGSIPLLVKNSTCYDAGEGLAEEQPSPRRNQTTAKGLCQLMGDPASGKRKDMEGLIPGTKTSSSQLNKSQSHMAKDIPFKTQGSHGSQGADFSGDESEESSTQDTSKWKRTAKCHTSSTQSHCYQTIHPAHEPEGKVDFPEPLVKAHQQAYTYLHSSLSKYEAILCIIHQATQTRELLQPMVSFLLLCFEEISQLLGEISKDGEVLLQEVREDLAWPLKKREPQEQPNLLQQLLQYTVSKLQVLNGTVASLTGSFLEGSSSYL.... Result: 0 (no interaction). (3) The miRNA is hsa-miR-4705 with sequence UCAAUCACUUGGUAAUUGCUGU. The protein sequence of the target gene is MPNFCAAPNCTRKSTQSDLAFFRFPRDPARCQKWVENCRRADLEDKTPDQLNKHYRLCAKHFETSMICRTSPYRTVLRDNAIPTIFDLTSHLNNPHSRHRKRIKELSEDEIRTLKQKKIDETSEQEQKHKETNNSNAQNPSEEEGEGQDEDILPLTLEEKENKEYLKSLFEILILMGKQNIPLDGHEADEIPEGLFTPDNFQALLECRINSGEEVLRKRFETTAVNTLFCSKTQQRQMLEICESCIREETLREVRDSHFFSIITDDVVDIAGEEHLPVLVRFVDESHNLREEFIGFLPYE.... Result: 0 (no interaction).